This data is from Reaction yield outcomes from USPTO patents with 853,638 reactions. The task is: Predict the reaction yield, written as a fraction of the theoretical maximum amount of product (1.0 means a 100% yield; for example, 0.34 means a 34% yield). (1) The reactants are [C:1]([O:5][C:6]([NH:8][CH2:9][CH2:10][O:11][C:12]1[CH:20]=[C:19]([S:21]([CH3:24])(=[O:23])=[O:22])[CH:18]=[CH:17][C:13]=1[C:14]([OH:16])=O)=[O:7])([CH3:4])([CH3:3])[CH3:2].[NH2:25][C:26]1[C:27]([C:32]([NH:34][C:35]2[CH:40]=[CH:39][C:38]([Cl:41])=[CH:37][N:36]=2)=[O:33])=[N:28][CH:29]=[CH:30][CH:31]=1. No catalyst specified. The product is [C:1]([O:5][C:6]([NH:8][CH2:9][CH2:10][O:11][C:12]1[CH:20]=[C:19]([S:21]([CH3:24])(=[O:23])=[O:22])[CH:18]=[CH:17][C:13]=1[C:14]([NH:25][C:26]1[C:27]([C:32]([NH:34][C:35]2[CH:40]=[CH:39][C:38]([Cl:41])=[CH:37][N:36]=2)=[O:33])=[N:28][CH:29]=[CH:30][CH:31]=1)=[O:16])=[O:7])([CH3:2])([CH3:3])[CH3:4]. The yield is 0.840. (2) The reactants are [C:1]([O:5][C:6]([N:8]1[CH2:13][CH2:12][O:11][CH:10]([C:14]2[CH:19]=[CH:18][C:17]([NH2:20])=[CH:16][CH:15]=2)[CH2:9]1)=[O:7])([CH3:4])([CH3:3])[CH3:2].[Cl:21][C:22]1[CH:29]=[CH:28][C:25]([CH:26]=O)=[CH:24][CH:23]=1.CC(O)=O.C(O[BH-](OC(=O)C)OC(=O)C)(=O)C.[Na+]. The catalyst is C1COCC1. The product is [C:1]([O:5][C:6]([N:8]1[CH2:13][CH2:12][O:11][CH:10]([C:14]2[CH:15]=[CH:16][C:17]([NH:20][CH2:26][C:25]3[CH:28]=[CH:29][C:22]([Cl:21])=[CH:23][CH:24]=3)=[CH:18][CH:19]=2)[CH2:9]1)=[O:7])([CH3:4])([CH3:2])[CH3:3]. The yield is 0.780. (3) The reactants are [CH3:1][CH:2]([CH2:5][CH:6]([CH3:14])[CH2:7][C:8]1[CH:13]=[CH:12][CH:11]=[CH:10][CH:9]=1)[CH2:3][OH:4].[H][H]. The product is [CH:8]1([CH2:7][CH:6]([CH3:14])[CH2:5][CH:2]([CH3:1])[CH2:3][OH:4])[CH2:13][CH2:12][CH2:11][CH2:10][CH2:9]1. The yield is 0.995. The catalyst is C1CCCCC1. (4) The reactants are C([N-]C(C)C)(C)C.[Li+].[F:9][C:10]([F:29])([F:28])[C:11]1[CH:12]=[C:13]([C:17]2[CH:26]=[CH:25][CH:24]=[C:23]3[C:18]=2[CH2:19][CH2:20][CH2:21][C:22]3=[O:27])[CH:14]=[CH:15][CH:16]=1.Br[CH2:31][C:32]1[CH:41]=[CH:40][C:35]([C:36]([O:38][CH3:39])=[O:37])=[CH:34][CH:33]=1. The catalyst is C1COCC1. The product is [O:27]=[C:22]1[C:23]2[C:18](=[C:17]([C:13]3[CH:14]=[CH:15][CH:16]=[C:11]([C:10]([F:28])([F:29])[F:9])[CH:12]=3)[CH:26]=[CH:25][CH:24]=2)[CH2:19][CH2:20][CH:21]1[CH2:31][C:32]1[CH:41]=[CH:40][C:35]([C:36]([O:38][CH3:39])=[O:37])=[CH:34][CH:33]=1. The yield is 0.0800. (5) The reactants are Cl[C:2]1[C:3]([O:8][CH:9]2[CH2:14][CH2:13][N:12]([C:15]3[CH:24]=[CH:23][C:22]4[C:17](=[CH:18][CH:19]=[CH:20][CH:21]=4)[N:16]=3)[CH2:11][CH2:10]2)=[N:4][CH:5]=[CH:6][N:7]=1.[NH:25]1[CH2:30][CH2:29][NH:28][CH2:27][CH2:26]1.C([O-])([O-])=O.[K+].[K+].CC(O)C. The catalyst is O. The product is [N:25]1([C:2]2[C:3]([O:8][CH:9]3[CH2:14][CH2:13][N:12]([C:15]4[CH:24]=[CH:23][C:22]5[C:17](=[CH:18][CH:19]=[CH:20][CH:21]=5)[N:16]=4)[CH2:11][CH2:10]3)=[N:4][CH:5]=[CH:6][N:7]=2)[CH2:30][CH2:29][NH:28][CH2:27][CH2:26]1. The yield is 0.300. (6) The reactants are [Cl:1][C:2]1[CH:3]=[C:4]([C@@H:8](O)[CH2:9][N:10]([CH3:18])[C:11](=[O:17])[O:12][C:13]([CH3:16])([CH3:15])[CH3:14])[CH:5]=[CH:6][CH:7]=1.[C:20]1(=[O:30])[NH:24][C:23](=[O:25])[C:22]2=[CH:26][CH:27]=[CH:28][CH:29]=[C:21]12.C1C=CC(P(C2C=CC=CC=2)C2C=CC=CC=2)=CC=1. The catalyst is C1COCC1. The product is [Cl:1][C:2]1[CH:3]=[C:4]([C@H:8]([N:24]2[C:20](=[O:30])[C:21]3[C:22](=[CH:26][CH:27]=[CH:28][CH:29]=3)[C:23]2=[O:25])[CH2:9][N:10]([CH3:18])[C:11](=[O:17])[O:12][C:13]([CH3:16])([CH3:15])[CH3:14])[CH:5]=[CH:6][CH:7]=1. The yield is 0.675. (7) The reactants are C1(P(C2CCCCC2)C2CCCCC2)CCCCC1.Br[C:21]1[CH:29]=[CH:28][C:27]([N+:30]([O-:32])=[O:31])=[C:26]2[C:22]=1[CH2:23][N:24]([CH3:34])[C:25]2=[O:33].[B:35]1([B:35]2[O:39][C:38]([CH3:41])([CH3:40])[C:37]([CH3:43])([CH3:42])[O:36]2)[O:39][C:38]([CH3:41])([CH3:40])[C:37]([CH3:43])([CH3:42])[O:36]1.CC([O-])=O.[K+]. The catalyst is C1C=CC(/C=C/C(/C=C/C2C=CC=CC=2)=O)=CC=1.C1C=CC(/C=C/C(/C=C/C2C=CC=CC=2)=O)=CC=1.C1C=CC(/C=C/C(/C=C/C2C=CC=CC=2)=O)=CC=1.[Pd].[Pd].O1CCOCC1. The product is [CH3:34][N:24]1[CH2:23][C:22]2[C:26](=[C:27]([N+:30]([O-:32])=[O:31])[CH:28]=[CH:29][C:21]=2[B:35]2[O:39][C:38]([CH3:41])([CH3:40])[C:37]([CH3:43])([CH3:42])[O:36]2)[C:25]1=[O:33]. The yield is 0.680.